This data is from hERG Central: cardiac toxicity at 1µM, 10µM, and general inhibition. The task is: Predict hERG channel inhibition at various concentrations. (1) The drug is Cc1ccc(C(CC(=O)N2CCNCC2)c2ccccc2)c(O)c1C. Results: hERG_inhib (hERG inhibition (general)): blocker. (2) The compound is CC(C(=O)N1CCN(c2ccc([N+](=O)[O-])cc2)CC1)N1C(=O)C2CC=CCC2C1=O. Results: hERG_inhib (hERG inhibition (general)): blocker. (3) The molecule is CCN(CC)CCn1c2c(c(SCC(=O)Nc3cc(C)cc(C)c3)nc1=O)CCC2. Results: hERG_inhib (hERG inhibition (general)): blocker.